Dataset: Human liver microsome stability data. Task: Regression/Classification. Given a drug SMILES string, predict its absorption, distribution, metabolism, or excretion properties. Task type varies by dataset: regression for continuous measurements (e.g., permeability, clearance, half-life) or binary classification for categorical outcomes (e.g., BBB penetration, CYP inhibition). Dataset: hlm. (1) The compound is CC(C)OC(=O)C1=CN(C(=O)c2ccc(OCCN3CCOCC3)cc2)CC(C)(C)c2c1[nH]c1ccccc21. The result is 1 (stable in human liver microsomes). (2) The compound is COC(=O)N[C@H](C(=O)N1CCC[C@H]1c1nc(F)c(-c2ccc(-c3ccc(-c4[nH]c([C@@H]5CCCN5C(=O)[C@@H](NC(=O)OC)C(C)C)nc4F)cc3)cc2)[nH]1)C(C)C. The result is 0 (unstable in human liver microsomes). (3) The molecule is Cc1cc(S(=O)(=O)N=C(N)NN=CC#Cc2ccccc2)c(SCc2ccccc2Cl)cc1Cl. The result is 1 (stable in human liver microsomes). (4) The compound is C[C@@H](c1ccc(Cl)cc1)N1Cc2cncn2C(CC2(C)COC2)S1(=O)=O. The result is 0 (unstable in human liver microsomes). (5) The drug is C1=CCOCc2cc(ccc2OCCN2CCCCC2)Nc2nccc(n2)-c2cccc(c2)COC1. The result is 0 (unstable in human liver microsomes).